Dataset: Full USPTO retrosynthesis dataset with 1.9M reactions from patents (1976-2016). Task: Predict the reactants needed to synthesize the given product. (1) Given the product [CH3:25][C:16]1[CH:21]=[CH:20][CH:19]=[CH:18][C:17]=1[C:2]1[CH:11]=[CH:10][C:5]([C:6]([O:8][CH3:9])=[O:7])=[CH:4][C:3]=1[C:12]([F:15])([F:14])[F:13], predict the reactants needed to synthesize it. The reactants are: Br[C:2]1[CH:11]=[CH:10][C:5]([C:6]([O:8][CH3:9])=[O:7])=[CH:4][C:3]=1[C:12]([F:15])([F:14])[F:13].[C:16]1([CH3:25])[CH:21]=[CH:20][CH:19]=[CH:18][C:17]=1B(O)O.C(=O)([O-])[O-].[K+].[K+].O. (2) Given the product [CH:1]([S:4][C:5]1[C:6]([C@H:11]2[C@H:15]([C:16]([O:18][CH2:19][CH3:20])=[O:17])[CH2:14][CH2:13][N:12]2[C:28]([O:30][C:31]([CH3:34])([CH3:33])[CH3:32])=[O:29])=[N:7][CH:8]=[CH:9][CH:10]=1)([CH3:3])[CH3:2], predict the reactants needed to synthesize it. The reactants are: [CH:1]([S:4][C:5]1[C:6]([CH:11]2[CH:15]([C:16]([O:18][CH2:19][CH3:20])=[O:17])[CH2:14][CH2:13][NH:12]2)=[N:7][CH:8]=[CH:9][CH:10]=1)([CH3:3])[CH3:2].CCN(CC)CC.[C:28](O[C:28]([O:30][C:31]([CH3:34])([CH3:33])[CH3:32])=[O:29])([O:30][C:31]([CH3:34])([CH3:33])[CH3:32])=[O:29]. (3) The reactants are: [F:1][C:2]1[CH:7]=[CH:6][C:5]([N+:8]([O-:10])=[O:9])=[CH:4][C:3]=1[C:11]([CH3:13])=[CH2:12].O.C1C=C(Cl)C=C(C(OO)=[O:23])C=1. Given the product [F:1][C:2]1[CH:7]=[CH:6][C:5]([N+:8]([O-:10])=[O:9])=[CH:4][C:3]=1[C:11]1([CH3:13])[CH2:12][O:23]1, predict the reactants needed to synthesize it. (4) Given the product [CH3:1][C:2]1[CH:7]=[C:6]([CH3:8])[NH:5][C:4](=[O:9])[C:3]=1[CH2:10][NH:11][C:12]([C:14]1[C:15]2[CH:34]=[N:33][N:32]([CH:35]([CH3:37])[CH3:36])[C:16]=2[N:17]=[C:18]([C:20]2[CH2:21][CH2:22][N:23]([CH:26]3[CH2:27][CH2:28][N:29]([S:45]([CH3:48])(=[O:47])=[O:46])[CH2:30][CH2:31]3)[CH2:24][CH:25]=2)[CH:19]=1)=[O:13], predict the reactants needed to synthesize it. The reactants are: [CH3:1][C:2]1[CH:7]=[C:6]([CH3:8])[NH:5][C:4](=[O:9])[C:3]=1[CH2:10][NH:11][C:12]([C:14]1[C:15]2[CH:34]=[N:33][N:32]([CH:35]([CH3:37])[CH3:36])[C:16]=2[N:17]=[C:18]([C:20]2[CH2:21][CH2:22][N:23]([CH:26]3[CH2:31][CH2:30][NH:29][CH2:28][CH2:27]3)[CH2:24][CH:25]=2)[CH:19]=1)=[O:13].CCN(CC)CC.[S:45](Cl)([CH3:48])(=[O:47])=[O:46]. (5) Given the product [NH2:19][C:7]1[C:8]2[N:9]([N:11]=[C:12]([C:14]3[O:15][CH:16]=[CH:17][CH:18]=3)[N:13]=2)[CH:10]=[C:5]([C:3]([OH:4])=[O:2])[N:6]=1, predict the reactants needed to synthesize it. The reactants are: C[O:2][C:3]([C:5]1[N:6]=[C:7]([NH2:19])[C:8]2[N:9]([N:11]=[C:12]([C:14]3[O:15][CH:16]=[CH:17][CH:18]=3)[N:13]=2)[CH:10]=1)=[O:4].[Li+].[OH-]. (6) Given the product [F:1][C:2]([F:7])([F:6])[C:3]([OH:5])=[O:4].[NH2:21][C@H:19]([C:13]1[N:12]([C:29]2[CH:30]=[CH:31][CH:32]=[CH:33][CH:34]=2)[C:11](=[O:35])[C:10]2[C:15](=[CH:16][CH:17]=[CH:18][C:9]=2[Cl:8])[N:14]=1)[CH3:20], predict the reactants needed to synthesize it. The reactants are: [F:1][C:2]([F:7])([F:6])[C:3]([OH:5])=[O:4].[Cl:8][C:9]1[CH:18]=[CH:17][CH:16]=[C:15]2[C:10]=1[C:11](=[O:35])[N:12]([C:29]1[CH:34]=[CH:33][CH:32]=[CH:31][CH:30]=1)[C:13]([C@@H:19]([NH:21]C(=O)OC(C)(C)C)[CH3:20])=[N:14]2. (7) Given the product [C:21]([O:20][C:18]([N:25]1[CH2:30][CH2:29][N:28]([S:7]([C:5]2[S:6][C:2]([Br:1])=[CH:3][CH:4]=2)(=[O:9])=[O:8])[CH2:27][CH2:26]1)=[O:19])([CH3:24])([CH3:22])[CH3:23], predict the reactants needed to synthesize it. The reactants are: [Br:1][C:2]1[S:6][C:5]([S:7](Cl)(=[O:9])=[O:8])=[CH:4][CH:3]=1.C(N(CC)CC)C.[C:18]([N:25]1[CH2:30][CH2:29][NH:28][CH2:27][CH2:26]1)([O:20][C:21]([CH3:24])([CH3:23])[CH3:22])=[O:19].